From a dataset of Full USPTO retrosynthesis dataset with 1.9M reactions from patents (1976-2016). Predict the reactants needed to synthesize the given product. (1) Given the product [I:11][C:12]1[N:13]=[N:14][C:15]([CH:9]2[CH2:8][CH:7]3[N:2]([CH3:1])[CH:3]([CH2:4][CH2:19][CH2:6]3)[CH2:10]2)=[CH:16][CH:17]=1, predict the reactants needed to synthesize it. The reactants are: [CH3:1][N:2]1[CH:7]2[CH2:8][CH2:9][CH2:10][CH:3]1[CH2:4]N[CH2:6]2.[I:11][C:12]1[N:13]=[N:14][C:15](I)=[CH:16][CH:17]=1.[CH:19](N(C(C)C)CC)(C)C.[OH-].[Na+]. (2) Given the product [Br:7][C:8]1[C:9]2[O:15][C:3]([C:2]([CH3:6])([CH3:5])[CH3:1])=[CH:4][C:10]=2[CH:11]=[CH:12][CH:13]=1, predict the reactants needed to synthesize it. The reactants are: [CH3:1][C:2]([CH3:6])([CH3:5])[C:3]#[CH:4].[Br:7][C:8]1[CH:13]=[CH:12][CH:11]=[C:10](Br)[C:9]=1[OH:15]. (3) Given the product [NH2:15][CH2:14][CH2:13][N:3]1[CH:4]=[C:5]([C:8]2[S:9][CH:10]=[CH:11][CH:12]=2)[CH:6]=[CH:7][C:2]1=[O:1], predict the reactants needed to synthesize it. The reactants are: [O:1]=[C:2]1[CH:7]=[CH:6][C:5]([C:8]2[S:9][CH:10]=[CH:11][CH:12]=2)=[CH:4][N:3]1[CH2:13][CH2:14][NH:15]C(=O)OC(C)(C)C.C(O)(C(F)(F)F)=O.